This data is from Reaction yield outcomes from USPTO patents with 853,638 reactions. The task is: Predict the reaction yield, written as a fraction of the theoretical maximum amount of product (1.0 means a 100% yield; for example, 0.34 means a 34% yield). (1) The reactants are [CH3:1][C:2]1([CH3:18])[O:6][C@H:5]([CH2:7][O:8][C:9]2[CH:14]=[CH:13][N+:12]([O-])=[C:11]([CH3:16])[C:10]=2[CH3:17])[CH2:4][O:3]1.C(OC(=O)C)(=[O:21])C. No catalyst specified. The product is [CH3:1][C:2]1([CH3:18])[O:6][C@H:5]([CH2:7][O:8][C:9]2[CH:14]=[CH:13][N:12]=[C:11]([CH2:16][OH:21])[C:10]=2[CH3:17])[CH2:4][O:3]1. The yield is 0.419. (2) The reactants are [F:1][C:2]([F:18])([F:17])[C:3]1[CH:4]=[C:5]([S:13](Cl)(=[O:15])=[O:14])[CH:6]=[C:7]([C:9]([F:12])([F:11])[F:10])[CH:8]=1.[CH:19]([C:22]1[CH:28]=[C:27]([CH:29]([CH3:31])[CH3:30])[CH:26]=[C:25]([CH:32]([CH3:34])[CH3:33])[C:23]=1[NH2:24])([CH3:21])[CH3:20]. The catalyst is N1C=CC=CC=1. The product is [F:1][C:2]([F:18])([F:17])[C:3]1[CH:4]=[C:5]([S:13]([NH:24][C:23]2[C:25]([CH:32]([CH3:33])[CH3:34])=[CH:26][C:27]([CH:29]([CH3:31])[CH3:30])=[CH:28][C:22]=2[CH:19]([CH3:21])[CH3:20])(=[O:15])=[O:14])[CH:6]=[C:7]([C:9]([F:12])([F:11])[F:10])[CH:8]=1. The yield is 0.710. (3) The yield is 0.310. The reactants are CO[C:3](=[O:24])[C:4]1[CH:9]=[CH:8][C:7]([O:10][CH2:11][C:12]2[C:13]([C:17]3[CH:22]=[CH:21][C:20]([F:23])=[CH:19][CH:18]=3)=[N:14][O:15][CH:16]=2)=[N:6][CH:5]=1.[NH2:25][CH2:26][CH:27]1[CH2:29][CH2:28]1. The product is [CH:27]1([CH2:26][NH:25][C:3](=[O:24])[C:4]2[CH:9]=[CH:8][C:7]([O:10][CH2:11][C:12]3[C:13]([C:17]4[CH:18]=[CH:19][C:20]([F:23])=[CH:21][CH:22]=4)=[N:14][O:15][CH:16]=3)=[N:6][CH:5]=2)[CH2:29][CH2:28]1. No catalyst specified. (4) The reactants are [CH3:1][O:2][C:3]([C@@H:5]1[C@H:10]2[CH2:11][C@H:7]([CH:8]=[CH:9]2)[C@@H:6]1C(O)=O)=[O:4].C([N:17](CC)CC)C.Cl[C:23]([O:25][CH2:26][CH3:27])=[O:24].[N-]=[N+]=[N-].[Na+].[CH2:32](O)[C:33]1C=C[CH:36]=[CH:35][CH:34]=1. The catalyst is O1CCCC1.O.C1C=CC=CC=1.ClCCl. The product is [CH2:26]([O:25][C:23]([NH:17][C@H:6]1[C@@H:7]2[CH2:11][C@@H:10]([CH:9]=[CH:8]2)[C@H:5]1[C:3]([O:2][CH3:1])=[O:4])=[O:24])[C:27]1[CH:36]=[CH:35][CH:34]=[CH:33][CH:32]=1. The yield is 0.780. (5) The reactants are [CH2:1]([C:5]1=[CH:6][N:7]([C:21]([CH3:24])([CH3:23])[CH3:22])[S:8]/[C:9]/1=[N:10]\[C:11](=[O:20])[C:12]1[CH:17]=[C:16]([Cl:18])[CH:15]=[CH:14][C:13]=1F)[CH2:2][CH2:3][CH3:4].[CH2:25]([OH:30])[C:26]([F:29])([F:28])[F:27].CC(C)([O-])C.[K+]. The catalyst is C1COCC1.O. The product is [F:27][C:26]([F:29])([F:28])[C:25]([OH:20])=[O:30].[CH2:1]([C:5]1=[CH:6][N:7]([C:21]([CH3:24])([CH3:23])[CH3:22])[S:8]/[C:9]/1=[N:10]\[C:11](=[O:20])[C:12]1[CH:17]=[C:16]([Cl:18])[CH:15]=[CH:14][C:13]=1[O:30][CH2:25][C:26]([F:29])([F:28])[F:27])[CH2:2][CH2:3][CH3:4]. The yield is 0.00100.